Dataset: Catalyst prediction with 721,799 reactions and 888 catalyst types from USPTO. Task: Predict which catalyst facilitates the given reaction. (1) Reactant: O[Li].O.C([O:7][CH:8]1[C:12]2[N:13]=[CH:14][N:15]=[C:16]([N:17]3[CH2:22][CH2:21][N:20]([C:23]([O:25][C:26]([CH3:29])([CH3:28])[CH3:27])=[O:24])[CH2:19][CH2:18]3)[C:11]=2[C@H:10]([CH3:30])[CH2:9]1)(=O)C.C1COCC1.[NH4+].[Cl-]. Product: [OH:7][CH:8]1[C:12]2[N:13]=[CH:14][N:15]=[C:16]([N:17]3[CH2:22][CH2:21][N:20]([C:23]([O:25][C:26]([CH3:29])([CH3:28])[CH3:27])=[O:24])[CH2:19][CH2:18]3)[C:11]=2[C@H:10]([CH3:30])[CH2:9]1. The catalyst class is: 6. (2) Reactant: [F:1][C:2]1[CH:7]=[CH:6][C:5]([C:8]2[C:9]3[C:10](=[N:27][N:28]([CH2:30][C:31]([O:33]CC)=[O:32])[CH:29]=3)[N:11]=[C:12]([C:20]3[CH:25]=[CH:24][C:23]([F:26])=[CH:22][CH:21]=3)[C:13]=2[C:14]2[CH:19]=[CH:18][N:17]=[CH:16][CH:15]=2)=[CH:4][CH:3]=1.[OH-].[K+]. Product: [F:1][C:2]1[CH:7]=[CH:6][C:5]([C:8]2[C:9]3[C:10](=[N:27][N:28]([CH2:30][C:31]([OH:33])=[O:32])[CH:29]=3)[N:11]=[C:12]([C:20]3[CH:21]=[CH:22][C:23]([F:26])=[CH:24][CH:25]=3)[C:13]=2[C:14]2[CH:19]=[CH:18][N:17]=[CH:16][CH:15]=2)=[CH:4][CH:3]=1. The catalyst class is: 88. (3) Reactant: [OH:1][CH2:2][C:3]1[S:4][CH:5]=[C:6]([CH3:8])[CH:7]=1.N1C=CN=C1.[Si:14](Cl)([C:17]([CH3:20])([CH3:19])[CH3:18])([CH3:16])[CH3:15].O. Product: [C:17]([Si:14]([CH3:16])([CH3:15])[O:1][CH2:2][C:3]1[S:4][CH:5]=[C:6]([CH3:8])[CH:7]=1)([CH3:20])([CH3:19])[CH3:18]. The catalyst class is: 9. (4) Reactant: [NH2:1][C:2]1[C:14]([N+:15]([O-])=O)=[C:13]2[C:5]([C:6]3[C:11]([CH2:18][CH2:19][CH2:20][CH3:21])([CH2:12]2)[CH2:10][CH2:9][C:8](=[O:22])[C:7]=3[CH3:23])=[CH:4][C:3]=1[F:24].CC([O-])=O.[K+]. Product: [NH2:1][C:2]1[C:14]([NH2:15])=[C:13]2[C:5]([C:6]3[C:11]([CH2:18][CH2:19][CH2:20][CH3:21])([CH2:12]2)[CH2:10][CH2:9][C:8](=[O:22])[C:7]=3[CH3:23])=[CH:4][C:3]=1[F:24]. The catalyst class is: 29. (5) Reactant: [C:1]([C:4]1[CH:32]=[CH:31][C:7]([CH2:8][N:9]2[CH2:13][CH2:12][N:11]([C:14]3[S:18][C:17]([C:19]([NH:21][CH2:22][C:23]4[CH:24]=[N:25][CH:26]=[CH:27][CH:28]=4)=[O:20])=[C:16]([CH3:29])[CH:15]=3)[C:10]2=[O:30])=[CH:6][CH:5]=1)(=[O:3])N.[OH-].[K+].C(O)(=[O:37])C. Product: [CH3:29][C:16]1[CH:15]=[C:14]([N:11]2[CH2:12][CH2:13][N:9]([CH2:8][C:7]3[CH:31]=[CH:32][C:4]([C:1]([OH:3])=[O:37])=[CH:5][CH:6]=3)[C:10]2=[O:30])[S:18][C:17]=1[C:19](=[O:20])[NH:21][CH2:22][C:23]1[CH:24]=[N:25][CH:26]=[CH:27][CH:28]=1. The catalyst class is: 40. (6) Reactant: [CH:1]([C:4]1[CH:9]=[CH:8][C:7](C)=[CH:6][C:5]=1[NH:11][C:12]([NH:14][C:15]([NH:17][CH:18]1[CH2:26][C:25]2[C:20](=[CH:21][CH:22]=[C:23]([C:27]3[N:31]=[CH:30][N:29]([C:32]4[CH:37]=[CH:36][C:35]([O:38][C:39]([F:42])([F:41])[F:40])=[CH:34][CH:33]=4)[N:28]=3)[CH:24]=2)[CH2:19]1)=[O:16])=[S:13])([CH3:3])[CH3:2].[C:43](Cl)(=[O:46])[CH:44]=[CH2:45]. Product: [CH:1]([C:4]1[CH:9]=[CH:8][CH:7]=[CH:6][C:5]=1[N:11]1[C:43](=[O:46])[CH2:44][CH2:45][S:13]/[C:12]/1=[N:14]\[C:15]([NH:17][CH:18]1[CH2:26][C:25]2[C:20](=[CH:21][CH:22]=[C:23]([C:27]3[N:31]=[CH:30][N:29]([C:32]4[CH:37]=[CH:36][C:35]([O:38][C:39]([F:42])([F:41])[F:40])=[CH:34][CH:33]=4)[N:28]=3)[CH:24]=2)[CH2:19]1)=[O:16])([CH3:3])[CH3:2]. The catalyst class is: 131.